This data is from Catalyst prediction with 721,799 reactions and 888 catalyst types from USPTO. The task is: Predict which catalyst facilitates the given reaction. (1) Reactant: [Si]([O:8][CH2:9][C@@H:10]([NH:19][C:20](=[O:26])[O:21][C:22]([CH3:25])([CH3:24])[CH3:23])[CH2:11][N:12]1[CH2:17][CH2:16][CH2:15][CH2:14][C:13]1=[O:18])(C(C)(C)C)(C)C.CCCC[N+](CCCC)(CCCC)CCCC.[F-]. Product: [OH:8][CH2:9][C@@H:10]([NH:19][C:20](=[O:26])[O:21][C:22]([CH3:24])([CH3:23])[CH3:25])[CH2:11][N:12]1[CH2:17][CH2:16][CH2:15][CH2:14][C:13]1=[O:18]. The catalyst class is: 23. (2) Reactant: [N-:1]=[N+:2]=[N-:3].[Na+].CS(O[C@@H:10]1[CH2:14][CH2:13][N:12]([C:15]([O:17][C:18]([CH3:21])([CH3:20])[CH3:19])=[O:16])[CH2:11]1)(=O)=O. Product: [N:1]([C@H:14]1[CH2:10][CH2:11][N:12]([C:15]([O:17][C:18]([CH3:21])([CH3:20])[CH3:19])=[O:16])[CH2:13]1)=[N+:2]=[N-:3]. The catalyst class is: 35. (3) Reactant: [NH:1]1[CH2:5][CH2:4][CH2:3][C@H:2]1[CH2:6][OH:7].[Cl:8][C:9]1[N:14]=[C:13]([C:15]2[N:20]=[CH:19][C:18]3[CH:21]=[N:22][N:23]([C:24]4[N:29]=[C:28]([N:30]5[CH2:35][CH2:34][N:33](C(OC(C)(C)C)=O)[CH2:32][CH2:31]5)[CH:27]=[CH:26][CH:25]=4)[C:17]=3[CH:16]=2)[CH:12]=[N:11][CH:10]=1.[F-].[Cs+].O. Product: [ClH:8].[ClH:8].[N:30]1([C:28]2[N:29]=[C:24]([N:23]3[C:17]4[CH:16]=[C:15]([C:13]5[N:14]=[C:9]([N:1]6[CH2:5][CH2:4][CH2:3][C@H:2]6[CH2:6][OH:7])[CH:10]=[N:11][CH:12]=5)[N:20]=[CH:19][C:18]=4[CH:21]=[N:22]3)[CH:25]=[CH:26][CH:27]=2)[CH2:31][CH2:32][NH:33][CH2:34][CH2:35]1. The catalyst class is: 16. (4) Reactant: [C:1]([C:5]1[CH:10]=[CH:9][C:8]([S:11]([N:14]([C:18]2[CH:22]=[CH:21][S:20][C:19]=2[C:23]([O:25][CH3:26])=[O:24])[CH2:15][O:16][CH3:17])(=[O:13])=[O:12])=[C:7]([CH:27]=[CH:28][C:29]2[CH:34]=[CH:33][CH:32]=[CH:31][CH:30]=2)[CH:6]=1)([CH3:4])([CH3:3])[CH3:2]. Product: [C:1]([C:5]1[CH:10]=[CH:9][C:8]([S:11]([N:14]([C:18]2[CH:22]=[CH:21][S:20][C:19]=2[C:23]([O:25][CH3:26])=[O:24])[CH2:15][O:16][CH3:17])(=[O:12])=[O:13])=[C:7]([CH2:27][CH2:28][C:29]2[CH:30]=[CH:31][CH:32]=[CH:33][CH:34]=2)[CH:6]=1)([CH3:4])([CH3:2])[CH3:3]. The catalyst class is: 63. (5) Reactant: [CH3:1][C:2]([O:4][CH2:5][C:6]1[CH2:15][S:14][C@@H:9]2[C@H:10]([NH2:13])[C:11](=[O:12])[N:8]2[C:7]=1[C:16]([OH:18])=[O:17])=[O:3].Cl.Cl[CH2:21][C:22]1[CH:27]=[CH:26][CH:25]=[CH:24][N:23]=1.[N:28]1[CH:33]=[CH:32][CH:31]=[CH:30][C:29]=1[CH:34]=O.[BH4-].[Na+]. Product: [C:2]([O:4][CH2:5][C:6]1[CH2:15][S:14][C@@H:9]2[N:8]([C:11](=[O:12])[C@H:10]2[N:13]([CH2:34][C:29]2[CH:30]=[CH:31][CH:32]=[CH:33][N:28]=2)[CH2:21][C:22]2[CH:27]=[CH:26][CH:25]=[CH:24][N:23]=2)[C:7]=1[C:16]([OH:18])=[O:17])(=[O:3])[CH3:1]. The catalyst class is: 8. (6) Reactant: [O:1]=[C:2]1[CH:11]=[CH:10][C:9]2[N:8]=[CH:7][CH:6]=[C:5]3[CH:12]([CH2:14][N:15]4[CH2:20][CH2:19][CH:18]([NH:21]C(=O)OC(C)(C)C)[CH2:17][CH2:16]4)[CH2:13][N:3]1[C:4]=23.Cl. The catalyst class is: 22. Product: [NH2:21][CH:18]1[CH2:19][CH2:20][N:15]([CH2:14][CH:12]2[C:5]3=[CH:6][CH:7]=[N:8][C:9]4[CH:10]=[CH:11][C:2](=[O:1])[N:3]([C:4]=43)[CH2:13]2)[CH2:16][CH2:17]1.